This data is from Forward reaction prediction with 1.9M reactions from USPTO patents (1976-2016). The task is: Predict the product of the given reaction. (1) Given the reactants Br[C:2](Cl)(Cl)[C:3]([Br:6])(Cl)Cl.C1(P(C2C=CC=CC=2)C2C=CC=CC=2)C=CC=CC=1.[F:28][C:29]([F:44])([F:43])[C:30]1[CH:31]=[C:32]([C@H](O)C)[CH:33]=[C:34]([C:36]([F:39])([F:38])[F:37])[CH:35]=1.CCCCCC, predict the reaction product. The product is: [Br:6][C@H:3]([C:32]1[CH:33]=[C:34]([C:36]([F:39])([F:37])[F:38])[CH:35]=[C:30]([C:29]([F:28])([F:44])[F:43])[CH:31]=1)[CH3:2]. (2) Given the reactants [NH2:1][C:2]1[CH:23]=[CH:22][C:5]2[N:6]([C:10]3[S:11][C:12]4[C:13](=[O:21])[NH:14][C:15]([CH3:20])([CH3:19])[CH2:16][C:17]=4[N:18]=3)[CH2:7][CH2:8][O:9][C:4]=2[CH:3]=1.F[P-](F)(F)(F)(F)F.N1(OC(N(C)C)=[N+](C)C)C2C=CC=CC=2N=N1.Cl.[CH3:49][N:50]1[CH2:55][CH2:54][CH:53]([C:56](O)=[O:57])[CH2:52][CH2:51]1.CCN(C(C)C)C(C)C, predict the reaction product. The product is: [CH3:19][C:15]1([CH3:20])[NH:14][C:13](=[O:21])[C:12]2[S:11][C:10]([N:6]3[C:5]4[CH:22]=[CH:23][C:2]([NH:1][C:56]([CH:53]5[CH2:54][CH2:55][N:50]([CH3:49])[CH2:51][CH2:52]5)=[O:57])=[CH:3][C:4]=4[O:9][CH2:8][CH2:7]3)=[N:18][C:17]=2[CH2:16]1. (3) Given the reactants [ClH:1].C(OC([N:9]1[CH2:13][C@@H:12]([NH:14][C:15]2[CH:20]=[CH:19][C:18]([Br:21])=[CH:17][C:16]=2[N+:22]([O-:24])=[O:23])[CH2:11][C@H:10]1[CH2:25][OH:26])=O)(C)(C)C, predict the reaction product. The product is: [ClH:1].[Br:21][C:18]1[CH:19]=[CH:20][C:15]([NH:14][C@@H:12]2[CH2:13][NH:9][C@H:10]([CH2:25][OH:26])[CH2:11]2)=[C:16]([N+:22]([O-:24])=[O:23])[CH:17]=1. (4) Given the reactants [N:1]1([C:7]2[N:8]=[C:9]([CH2:14][C:15]([O-])=O)[NH:10][C:11](=[O:13])[CH:12]=2)[CH2:6][CH2:5][O:4][CH2:3][CH2:2]1.[Na+].CN(C)C=O.Cl.CN(C)CCCN=C=NCC.[Br:36][C:37]1[CH:38]=[C:39]([NH2:44])[C:40]([NH2:43])=[CH:41][CH:42]=1, predict the reaction product. The product is: [Br:36][C:37]1[CH:42]=[CH:41][C:40]2[NH:43][C:15]([CH2:14][C:9]3[NH:10][C:11](=[O:13])[CH:12]=[C:7]([N:1]4[CH2:2][CH2:3][O:4][CH2:5][CH2:6]4)[N:8]=3)=[N:44][C:39]=2[CH:38]=1. (5) Given the reactants Cl[C:2]1[N:3]=[C:4]([N:22]2[CH2:27][CH2:26][O:25][CH2:24][CH2:23]2)[C:5]2[CH:10]=[C:9]([CH2:11][N:12]3[CH2:17][CH2:16][N:15]([S:18]([CH3:21])(=[O:20])=[O:19])[CH2:14][CH2:13]3)[S:8][C:6]=2[N:7]=1.CC1(C)C(C)(C)OB([C:36]2[CH:44]=[CH:43][CH:42]=[C:41]3[C:37]=2[CH:38]=[N:39][NH:40]3)O1, predict the reaction product. The product is: [NH:40]1[C:41]2[C:37](=[C:36]([C:2]3[N:3]=[C:4]([N:22]4[CH2:27][CH2:26][O:25][CH2:24][CH2:23]4)[C:5]4[CH:10]=[C:9]([CH2:11][N:12]5[CH2:17][CH2:16][N:15]([S:18]([CH3:21])(=[O:20])=[O:19])[CH2:14][CH2:13]5)[S:8][C:6]=4[N:7]=3)[CH:44]=[CH:43][CH:42]=2)[CH:38]=[N:39]1. (6) Given the reactants [CH:1]1([S:4]([C:7]2[CH:12]=[CH:11][C:10]([CH:13]([C:21]3[NH:25][C:24]([C:26]4[N:31]=[CH:30][C:29]([C:32]([OH:34])=O)=[CH:28][CH:27]=4)=[CH:23][CH:22]=3)[CH2:14][CH:15]3[CH2:20][CH2:19][O:18][CH2:17][CH2:16]3)=[CH:9][CH:8]=2)(=[O:6])=[O:5])[CH2:3][CH2:2]1.[Cl-].[NH4+].Cl.C[N:39](C)CCCN=C=NCC.ON1C2C=CC=CC=2N=N1, predict the reaction product. The product is: [CH:1]1([S:4]([C:7]2[CH:8]=[CH:9][C:10]([CH:13]([C:21]3[NH:25][C:24]([C:26]4[N:31]=[CH:30][C:29]([C:32]([NH2:39])=[O:34])=[CH:28][CH:27]=4)=[CH:23][CH:22]=3)[CH2:14][CH:15]3[CH2:20][CH2:19][O:18][CH2:17][CH2:16]3)=[CH:11][CH:12]=2)(=[O:6])=[O:5])[CH2:3][CH2:2]1.